From a dataset of Full USPTO retrosynthesis dataset with 1.9M reactions from patents (1976-2016). Predict the reactants needed to synthesize the given product. (1) Given the product [CH2:30]([C:29]1[N:12]([CH2:13][CH2:14][CH2:15][CH2:16][CH2:17][CH2:18][CH2:19][CH2:20][CH2:21][CH2:22][CH2:23][C:24]([O:26][CH2:27][CH3:28])=[O:25])[C:11]2[C:10]3[CH:9]=[CH:8][CH:7]=[CH:6][C:5]=3[N:4]=[CH:3][C:2]=2[N:1]=1)[CH2:31][CH3:32], predict the reactants needed to synthesize it. The reactants are: [NH2:1][C:2]1[CH:3]=[N:4][C:5]2[C:10]([C:11]=1[NH:12][CH2:13][CH2:14][CH2:15][CH2:16][CH2:17][CH2:18][CH2:19][CH2:20][CH2:21][CH2:22][CH2:23][C:24]([O:26][CH2:27][CH3:28])=[O:25])=[CH:9][CH:8]=[CH:7][CH:6]=2.[C:29](OC)(OC)(OC)[CH2:30][CH2:31][CH3:32].C1(C)C=CC(S([O-])(=O)=O)=CC=1.[NH+]1C=CC=CC=1. (2) Given the product [S:3]1([C:6]2[C:11](=[CH:10][CH:9]=[CH:8][CH:7]=2)[C:12](=[O:13])[NH:2]1)(=[O:4])=[O:5], predict the reactants needed to synthesize it. The reactants are: I[N:2]1[C:12](=[O:13])[C:11]2[C:6](=[CH:7][CH:8]=[CH:9][CH:10]=2)[S:3]1(=[O:5])=[O:4].C=CC1C=CC=CC=1.O.